Dataset: Experimentally validated miRNA-target interactions with 360,000+ pairs, plus equal number of negative samples. Task: Binary Classification. Given a miRNA mature sequence and a target amino acid sequence, predict their likelihood of interaction. The miRNA is hsa-miR-4707-5p with sequence GCCCCGGCGCGGGCGGGUUCUGG. The protein sequence of the target gene is MSLSENSVFAYESSVHSTNVLLSLNDQRKKDVLCDVTIFVEGQRFRAHRSVLAACSSYFHSRIVGQADGELNITLPEEVTVKGFEPLIQFAYTAKLILSKENVDEVCKCVEFLSVHNIEESCFQFLKFKFLDSTADQQECPRKKCFSSHCQKTDLKLSLLDQRDLETDEVEEFLENKNVQTPQCKLRRYQGNAKASPPLQDSASQTYESMCLEKDAALALPSLCPKYRKFQKAFGTDRVRTGESSVKDIHASVQPNERSENECLGGVPECRDLQVMLKCDESKLAMEPEETKKDPASQCP.... Result: 0 (no interaction).